Dataset: Reaction yield outcomes from USPTO patents with 853,638 reactions. Task: Predict the reaction yield, written as a fraction of the theoretical maximum amount of product (1.0 means a 100% yield; for example, 0.34 means a 34% yield). (1) The reactants are [Br:1][C:2]1[CH:3]=[CH:4][C:5]2[CH:11]3[CH2:12][CH:9]([CH2:10]3)[N:8]3[C:13]([CH:20]([OH:27])[C:21]4[N:25]([CH3:26])[N:24]=[CH:23][CH:22]=4)=[C:14]([C:16]([O:18]C)=O)[N:15]=[C:7]3[C:6]=2[CH:28]=1.C[O-].[Na+].C([NH2:34])=O. No catalyst specified. The product is [Br:1][C:2]1[CH:3]=[CH:4][C:5]2[CH:11]3[CH2:10][CH:9]([CH2:12]3)[N:8]3[C:13]([CH:20]([OH:27])[C:21]4[N:25]([CH3:26])[N:24]=[CH:23][CH:22]=4)=[C:14]([C:16]([NH2:34])=[O:18])[N:15]=[C:7]3[C:6]=2[CH:28]=1. The yield is 0.940. (2) The reactants are [CH3:1][O:2][C:3]1[CH:4]=[C:5]2[C:10](=[CH:11][C:12]=1[O:13][CH3:14])[N:9]=[CH:8][CH:7]=[C:6]2[O:15][C:16]1[C:22]([CH3:23])=[CH:21][C:19]([NH2:20])=[C:18]([CH3:24])[CH:17]=1.ClC(Cl)(O[C:29](=[O:35])[O:30][C:31](Cl)(Cl)Cl)Cl.[CH3:37][O:38][C:39]1[CH:40]=C(O)[CH:42]=[CH:43][CH:44]=1.C(=O)(O)[O-].[Na+]. The catalyst is C(Cl)Cl.C(N(CC)CC)C.C1(C)C=CC=CC=1. The product is [CH3:1][O:2][C:3]1[CH:4]=[C:5]2[C:10](=[CH:11][C:12]=1[O:13][CH3:14])[N:9]=[CH:8][CH:7]=[C:6]2[O:15][C:16]1[C:22]([CH3:23])=[CH:21][C:19]([NH:20][C:29](=[O:35])[O:30][C:31]2[CH:42]=[CH:43][CH:44]=[C:39]([O:38][CH3:37])[CH:40]=2)=[C:18]([CH3:24])[CH:17]=1. The yield is 0.390. (3) The reactants are [H-].[Na+].[CH2:3]([OH:6])[C:4]#[CH:5].Br[CH2:8][CH2:9][O:10][CH2:11][CH2:12][O:13][CH3:14]. The catalyst is C1COCC1.O. The product is [CH3:14][O:13][CH2:12][CH2:11][O:10][CH2:9][CH2:8][O:6][CH2:3][C:4]#[CH:5]. The yield is 0.0900.